This data is from Full USPTO retrosynthesis dataset with 1.9M reactions from patents (1976-2016). The task is: Predict the reactants needed to synthesize the given product. (1) Given the product [CH:22]1([C:27]2([CH2:35][CH2:36][C:37]3[CH:42]=[CH:41][C:40]([O:43][CH3:44])=[CH:39][CH:38]=3)[O:32][C:31](=[O:33])[C:30]([CH2:2][C:3]3[O:7][N:6]=[C:5]([NH:8][C:9](=[O:12])[O:10][CH3:11])[CH:4]=3)=[C:29]([OH:34])[CH2:28]2)[CH2:26][CH2:25][CH2:24][CH2:23]1, predict the reactants needed to synthesize it. The reactants are: Br[CH2:2][C:3]1[O:7][N:6]=[C:5]([NH:8][C:9](=[O:12])[O:10][CH3:11])[CH:4]=1.ClCC1N(C)N=C(C)N=1.[CH:22]1([C:27]2([CH2:35][CH2:36][C:37]3[CH:42]=[CH:41][C:40]([O:43][CH3:44])=[CH:39][CH:38]=3)[O:32][C:31](=[O:33])[CH2:30][C:29](=[O:34])[CH2:28]2)[CH2:26][CH2:25][CH2:24][CH2:23]1. (2) Given the product [CH2:11]=[CH:12][C:13]1[CH:18]=[CH:17][CH:16]=[CH:15][CH:14]=1.[CH3:25][O:24][C:19](=[O:23])[C:20]([CH3:22])=[CH2:21].[C:26]([O:30][CH2:31][CH2:32][CH2:33][CH3:34])(=[O:29])[CH:27]=[CH2:28].[Na:1].[C:5]([OH:10])(=[O:9])[C:6]([CH3:8])=[CH2:7].[S:35]([O-:39])([O-:38])(=[O:37])=[O:36], predict the reactants needed to synthesize it. The reactants are: [Na:1].C1OC1.[C:5]([OH:10])(=[O:9])[C:6]([CH3:8])=[CH2:7].[CH2:11]=[CH:12][C:13]1[CH:18]=[CH:17][CH:16]=[CH:15][CH:14]=1.[C:19]([O:24][CH3:25])(=[O:23])[C:20]([CH3:22])=[CH2:21].[C:26]([O:30][CH2:31][CH2:32][CH2:33][CH3:34])(=[O:29])[CH:27]=[CH2:28].[S:35]([O:39][O:38][S:35]([O-:39])(=[O:37])=[O:36])([O-:38])(=[O:37])=[O:36].[NH4+].[NH4+]. (3) Given the product [CH2:15]([N:17]1[CH:21]=[C:20]([CH2:22][N:23]([C:24]2[CH:25]=[CH:26][C:27]([CH:30]([CH3:31])[CH3:32])=[CH:28][CH:29]=2)[C:12]([CH:9]2[C:10]3[C:5](=[CH:4][CH:3]=[C:2]([CH3:1])[CH:11]=3)[CH2:6][CH2:7][CH2:8]2)=[O:14])[CH:19]=[N:18]1)[CH3:16], predict the reactants needed to synthesize it. The reactants are: [CH3:1][C:2]1[CH:11]=[C:10]2[C:5]([CH2:6][CH2:7][CH2:8][CH:9]2[C:12]([OH:14])=O)=[CH:4][CH:3]=1.[CH2:15]([N:17]1[CH:21]=[C:20]([CH2:22][NH:23][C:24]2[CH:29]=[CH:28][C:27]([CH:30]([CH3:32])[CH3:31])=[CH:26][CH:25]=2)[CH:19]=[N:18]1)[CH3:16]. (4) The reactants are: C(OC1C(=O)N=C(CC2(C3C4C(=CC=CC=4)C=CC=3)CCCC2)N2CCN(C)C(=O)C=12)C1C=CC=CC=1.[CH2:38]([O:45][C:46]1[C:47]([C:69]([N:71]([CH2:75][CH2:76]O)[CH:72]([CH3:74])[CH3:73])=[O:70])=[N:48][C:49]([CH2:53][C:54]2([C:59]3[C:68]4[C:63](=[CH:64][CH:65]=[CH:66][CH:67]=4)[CH:62]=[CH:61][CH:60]=3)[CH2:58][CH2:57][CH2:56][CH2:55]2)=[N:50][C:51]=1[OH:52])[C:39]1[CH:44]=[CH:43][CH:42]=[CH:41][CH:40]=1. Given the product [CH2:38]([O:45][C:46]1[C:51](=[O:52])[N:50]=[C:49]([CH2:53][C:54]2([C:59]3[C:68]4[C:63](=[CH:64][CH:65]=[CH:66][CH:67]=4)[CH:62]=[CH:61][CH:60]=3)[CH2:55][CH2:56][CH2:57][CH2:58]2)[N:48]2[CH2:76][CH2:75][N:71]([CH:72]([CH3:73])[CH3:74])[C:69](=[O:70])[C:47]=12)[C:39]1[CH:40]=[CH:41][CH:42]=[CH:43][CH:44]=1, predict the reactants needed to synthesize it. (5) Given the product [CH:30]([N:20]1[N:19]=[C:18]([C:10]2[C:11]3[C:16](=[CH:15][CH:14]=[C:13]([F:17])[CH:12]=3)[N:8]([CH2:7][C:6]([OH:34])=[O:5])[C:9]=2[CH3:33])[C:23]2[CH:24]=[CH:25][CH:26]=[CH:27][C:22]=2[S:21]1(=[O:29])=[O:28])([CH3:32])[CH3:31], predict the reactants needed to synthesize it. The reactants are: C([O:5][C:6](=[O:34])[CH2:7][N:8]1[C:16]2[C:11](=[CH:12][C:13]([F:17])=[CH:14][CH:15]=2)[C:10]([C:18]2[C:23]3[CH:24]=[CH:25][CH:26]=[CH:27][C:22]=3[S:21](=[O:29])(=[O:28])[N:20]([CH:30]([CH3:32])[CH3:31])[N:19]=2)=[C:9]1[CH3:33])(C)(C)C.C(O)(C(F)(F)F)=O. (6) Given the product [C:6]([C:5]1[CH:8]=[CH:9][C:2]([CH:11]2[CH2:16][CH2:15][N:14]([C:17]([O:19][C:20]([CH3:23])([CH3:22])[CH3:21])=[O:18])[CH2:13][CH2:12]2)=[N:3][CH:4]=1)#[N:7], predict the reactants needed to synthesize it. The reactants are: Br[C:2]1[CH:9]=[CH:8][C:5]([C:6]#[N:7])=[CH:4][N:3]=1.I[CH:11]1[CH2:16][CH2:15][N:14]([C:17]([O:19][C:20]([CH3:23])([CH3:22])[CH3:21])=[O:18])[CH2:13][CH2:12]1.C(OC(C)(C)C)=O. (7) Given the product [CH3:20][S:17]([N:14]1[CH2:15][CH:16]=[C:11]([C:9]2[NH:8][C:4]3[N:5]=[CH:6][N:7]=[C:2]([N:21]4[CH2:26][CH2:25][O:24][CH2:23][CH2:22]4)[C:3]=3[CH:10]=2)[CH2:12][CH2:13]1)(=[O:19])=[O:18], predict the reactants needed to synthesize it. The reactants are: Cl[C:2]1[C:3]2[CH:10]=[C:9]([C:11]3[CH2:12][CH2:13][N:14]([S:17]([CH3:20])(=[O:19])=[O:18])[CH2:15][CH:16]=3)[NH:8][C:4]=2[N:5]=[CH:6][N:7]=1.[NH:21]1[CH2:26][CH2:25][O:24][CH2:23][CH2:22]1.C(N(C(C)C)C(C)C)C. (8) Given the product [Cl:1][C:2]1[CH:3]=[CH:4][C:5]([C:8]2[N:9]=[C:10]([S:17][C:18]3[CH:23]=[CH:22][CH:21]=[CH:20][N:19]=3)[O:11][C:12]=2[CH2:13][CH2:14][CH2:15][O:16][C:27]2[CH:28]=[CH:29][CH:30]=[CH:31][C:26]=2[O:25][CH3:24])=[CH:6][CH:7]=1, predict the reactants needed to synthesize it. The reactants are: [Cl:1][C:2]1[CH:7]=[CH:6][C:5]([C:8]2[N:9]=[C:10]([S:17][C:18]3[CH:23]=[CH:22][CH:21]=[CH:20][N:19]=3)[O:11][C:12]=2[CH2:13][CH2:14][CH2:15][OH:16])=[CH:4][CH:3]=1.[CH3:24][O:25][C:26]1[CH:31]=[CH:30][CH:29]=[CH:28][C:27]=1O.C(P(CCCC)CCCC)CCC.N(C(N1CCCCC1)=O)=NC(N1CCCCC1)=O. (9) Given the product [ClH:42].[ClH:51].[CH2:1]([C:5]1[CH:6]=[C:7]2[C:12](=[C:13]([O:15][C@@H:16]3[CH2:20][CH2:19][N:18]([CH2:30][CH2:29][CH2:28][S:25]([C:22]([CH3:24])([CH3:23])[CH3:21])(=[O:27])=[O:26])[CH2:17]3)[CH:14]=1)[N:11]=[CH:10][CH:9]=[CH:8]2)[CH2:2][CH2:3][CH3:4], predict the reactants needed to synthesize it. The reactants are: [CH2:1]([C:5]1[CH:6]=[C:7]2[C:12](=[C:13]([O:15][C@@H:16]3[CH2:20][CH2:19][NH:18][CH2:17]3)[CH:14]=1)[N:11]=[CH:10][CH:9]=[CH:8]2)[CH2:2][CH2:3][CH3:4].[CH3:21][C:22]([S:25]([CH2:28][CH2:29][CH2:30]Br)(=[O:27])=[O:26])([CH3:24])[CH3:23].CC(S(CCC[Cl:42])(=O)=O)(C)C.[I-].[Na+].C(=O)([O-])[O-].[K+].[K+].[ClH:51]. (10) Given the product [C:18]([O:22][C:23]([N:25]1[CH2:30][CH2:29][CH:28]([C:31]([NH:1][C:2]2[S:3][C:4]([N:12]3[CH2:13][CH2:14][O:15][CH2:16][CH2:17]3)=[C:5]([C:7]3[O:8][CH:9]=[CH:10][CH:11]=3)[N:6]=2)=[O:32])[CH2:27][CH2:26]1)=[O:24])([CH3:21])([CH3:20])[CH3:19], predict the reactants needed to synthesize it. The reactants are: [NH2:1][C:2]1[S:3][C:4]([N:12]2[CH2:17][CH2:16][O:15][CH2:14][CH2:13]2)=[C:5]([C:7]2[O:8][CH:9]=[CH:10][CH:11]=2)[N:6]=1.[C:18]([O:22][C:23]([N:25]1[CH2:30][CH2:29][CH:28]([C:31](O)=[O:32])[CH2:27][CH2:26]1)=[O:24])([CH3:21])([CH3:20])[CH3:19].C1CN([P+](ON2N=NC3C=CC=CC2=3)(N2CCCC2)N2CCCC2)CC1.F[P-](F)(F)(F)(F)F.C(N(CC)CC)C.